Dataset: Reaction yield outcomes from USPTO patents with 853,638 reactions. Task: Predict the reaction yield, written as a fraction of the theoretical maximum amount of product (1.0 means a 100% yield; for example, 0.34 means a 34% yield). (1) The reactants are Br[C:2]1[S:27][C:5]2[C:6]3[CH:14]=[N:13][C:12]([N:15]([C:23]([CH3:26])([CH3:25])[CH3:24])[C:16](=[O:22])[O:17][C:18]([CH3:21])([CH3:20])[CH3:19])=[CH:11][C:7]=3[O:8][CH2:9][CH2:10][C:4]=2[CH:3]=1.[Cl:28][C:29]1[CH:34]=[CH:33][CH:32]=[CH:31][C:30]=1[N:35]=[C:36]=[O:37]. No catalyst specified. The product is [C:23]([N:15]([C:12]1[N:13]=[CH:14][C:6]2[C:5]3[S:27][C:2]([C:36](=[O:37])[NH:35][C:30]4[CH:31]=[CH:32][CH:33]=[CH:34][C:29]=4[Cl:28])=[CH:3][C:4]=3[CH2:10][CH2:9][O:8][C:7]=2[CH:11]=1)[C:16](=[O:22])[O:17][C:18]([CH3:19])([CH3:20])[CH3:21])([CH3:24])([CH3:26])[CH3:25]. The yield is 0.610. (2) The reactants are [CH3:1][C:2]([CH3:16])([CH3:15])[C:3]#[C:4][C:5]1[C:6]([NH2:14])=[N:7][CH:8]=[C:9]([N+:11]([O-:13])=[O:12])[CH:10]=1.CCCC[N+](CCCC)(CCCC)CCCC.[F-]. The catalyst is C1COCC1. The product is [C:2]([C:3]1[NH:14][C:6]2=[N:7][CH:8]=[C:9]([N+:11]([O-:13])=[O:12])[CH:10]=[C:5]2[CH:4]=1)([CH3:16])([CH3:15])[CH3:1]. The yield is 0.630. (3) The reactants are [CH:1]1([C:4]2[C:8]([CH:9](O)[CH2:10][CH:11]([CH3:13])[CH3:12])=[CH:7][N:6]([C:15]3[CH:20]=[CH:19][C:18]([O:21][CH3:22])=[CH:17][CH:16]=3)[N:5]=2)[CH2:3][CH2:2]1.[NH2:23][C:24]1[CH:29]=[CH:28][C:27]([C:30]([N:32]([CH3:40])[CH2:33][CH2:34][C:35]([O:37]CC)=[O:36])=[O:31])=[CH:26][CH:25]=1. No catalyst specified. The product is [CH:1]1([C:4]2[C:8]([CH:9]([NH:23][C:24]3[CH:25]=[CH:26][C:27]([C:30]([N:32]([CH3:40])[CH2:33][CH2:34][C:35]([OH:37])=[O:36])=[O:31])=[CH:28][CH:29]=3)[CH2:10][CH:11]([CH3:13])[CH3:12])=[CH:7][N:6]([C:15]3[CH:20]=[CH:19][C:18]([O:21][CH3:22])=[CH:17][CH:16]=3)[N:5]=2)[CH2:3][CH2:2]1. The yield is 0.0900. (4) The catalyst is C1COCC1. The product is [CH2:1]([C:3]1[CH:4]=[CH:5][CH:6]=[C:7]2[C:11]=1[NH:10][C:9]([CH2:12][OH:13])=[C:8]2[CH3:17])[CH3:2]. The reactants are [CH2:1]([C:3]1[CH:4]=[CH:5][CH:6]=[C:7]2[C:11]=1[NH:10][C:9]([C:12](OCC)=[O:13])=[C:8]2[CH3:17])[CH3:2].[H-].[H-].[H-].[H-].[Li+].[Al+3]. The yield is 1.00.